From a dataset of Full USPTO retrosynthesis dataset with 1.9M reactions from patents (1976-2016). Predict the reactants needed to synthesize the given product. (1) Given the product [NH2:26][CH2:25][C@@H:23]1[O:22][C:21](=[O:34])[N:20]([C:4]2[CH:5]=[CH:6][C:7]([C:8]3[S:9][C:10]([CH2:13][C:14]4[CH:19]=[CH:18][CH:17]=[CH:16][N:15]=4)=[N:11][N:12]=3)=[C:2]([F:1])[CH:3]=2)[CH2:24]1, predict the reactants needed to synthesize it. The reactants are: [F:1][C:2]1[CH:3]=[C:4]([N:20]2[CH2:24][C@H:23]([CH2:25][NH:26]C(=O)OC(C)(C)C)[O:22][C:21]2=[O:34])[CH:5]=[CH:6][C:7]=1[C:8]1[S:9][C:10]([CH2:13][C:14]2[CH:19]=[CH:18][CH:17]=[CH:16][N:15]=2)=[N:11][N:12]=1.C(O)(C(F)(F)F)=O. (2) Given the product [C:22]([O:21][C:19]([N:13]1[CH2:18][CH2:17][N:16]([C:2]2[C:7]3[CH2:8][NH:9][C:10](=[O:11])[C:6]=3[CH:5]=[C:4]([Cl:12])[N:3]=2)[CH2:15][CH2:14]1)=[O:20])([CH3:25])([CH3:23])[CH3:24], predict the reactants needed to synthesize it. The reactants are: Cl[C:2]1[C:7]2[CH2:8][NH:9][C:10](=[O:11])[C:6]=2[CH:5]=[C:4]([Cl:12])[N:3]=1.[N:13]1([C:19]([O:21][C:22]([CH3:25])([CH3:24])[CH3:23])=[O:20])[CH2:18][CH2:17][NH:16][CH2:15][CH2:14]1.C(N(CC)CC)C. (3) The reactants are: C(OC([N:8]1[CH2:13][CH2:12][N:11]([CH2:14][C:15]2[CH:24]=[C:23]3[C:18]([C:19](Cl)=[N:20][CH:21]=[N:22]3)=[CH:17][CH:16]=2)[C:10](=[O:26])[CH2:9]1)=O)(C)(C)C.[NH3:27].C(O)(=O)C. Given the product [NH2:27][C:19]1[C:18]2[C:23](=[CH:24][C:15]([CH2:14][N:11]3[CH2:12][CH2:13][NH:8][CH2:9][C:10]3=[O:26])=[CH:16][CH:17]=2)[N:22]=[CH:21][N:20]=1, predict the reactants needed to synthesize it. (4) Given the product [CH:45]1([NH:44][C:42](=[O:43])[NH:41][C:38]2[CH:39]=[CH:40][C:35]([O:34][C:31]3[CH:30]=[CH:29][N:28]=[C:27]4[CH:26]=[C:25]([C:22]5[N:23]=[CH:24][C:19]([CH2:18][N:9]6[CH2:8][CH2:7][N:6]([C:10]([O:12][C:13]([CH3:16])([CH3:15])[CH3:14])=[O:11])[CH2:5][C:4]6=[O:3])=[CH:20][CH:21]=5)[S:33][C:32]=34)=[C:36]([F:48])[CH:37]=2)[CH2:47][CH2:46]1, predict the reactants needed to synthesize it. The reactants are: [H-].[Na+].[O:3]=[C:4]1[NH:9][CH2:8][CH2:7][N:6]([C:10]([O:12][C:13]([CH3:16])([CH3:15])[CH3:14])=[O:11])[CH2:5]1.Cl[CH2:18][C:19]1[CH:20]=[CH:21][C:22]([C:25]2[S:33][C:32]3[C:27](=[N:28][CH:29]=[CH:30][C:31]=3[O:34][C:35]3[CH:40]=[CH:39][C:38]([NH:41][C:42]([NH:44][CH:45]4[CH2:47][CH2:46]4)=[O:43])=[CH:37][C:36]=3[F:48])[CH:26]=2)=[N:23][CH:24]=1. (5) Given the product [OH:9][C@H:8]1[CH2:7][CH2:6][N:5]([CH2:10][C:11]2[CH:16]=[CH:15][CH:14]=[CH:13][CH:12]=2)[CH2:4][C@H:3]1[CH2:2][NH:1][C:17](=[O:20])[O:18][C:3]([CH3:8])([CH3:4])[CH3:2], predict the reactants needed to synthesize it. The reactants are: [NH2:1][CH2:2][C@H:3]1[C@@H:8]([OH:9])[CH2:7][CH2:6][N:5]([CH2:10][C:11]2[CH:16]=[CH:15][CH:14]=[CH:13][CH:12]=2)[CH2:4]1.[C:17](=[O:20])(O)[O-:18].[Na+].O. (6) Given the product [Br:12][C:6]1[C:5]([CH2:4][OH:3])=[CH:10][C:9]([CH3:11])=[CH:8][N:7]=1, predict the reactants needed to synthesize it. The reactants are: C([O:3][C:4](=O)[C:5]1[CH:10]=[C:9]([CH3:11])[CH:8]=[N:7][C:6]=1[Br:12])C.[H-].[H-].[H-].[H-].[Li+].[Al+3].CCOC(C)=O.O.